Dataset: Peptide-MHC class I binding affinity with 185,985 pairs from IEDB/IMGT. Task: Regression. Given a peptide amino acid sequence and an MHC pseudo amino acid sequence, predict their binding affinity value. This is MHC class I binding data. (1) The peptide sequence is DTVLFNAGL. The MHC is HLA-B57:01 with pseudo-sequence HLA-B57:01. The binding affinity (normalized) is 0.0847. (2) The peptide sequence is DLAQDPMLI. The MHC is HLA-A80:01 with pseudo-sequence HLA-A80:01. The binding affinity (normalized) is 0.0847. (3) The peptide sequence is MQISTIGIR. The MHC is HLA-A11:01 with pseudo-sequence HLA-A11:01. The binding affinity (normalized) is 0.275.